This data is from Forward reaction prediction with 1.9M reactions from USPTO patents (1976-2016). The task is: Predict the product of the given reaction. (1) Given the reactants [F:1][CH:2]([F:9])[C:3]1[CH:7]=[CH:6][N:5]([CH3:8])[N:4]=1.[Br:10]Br, predict the reaction product. The product is: [Br:10][C:7]1[C:3]([CH:2]([F:9])[F:1])=[N:4][N:5]([CH3:8])[CH:6]=1. (2) Given the reactants [O:1]1[C:8]2[CH:7]=[C:6]([C:9]([OH:11])=[O:10])[NH:5][C:4]=2[CH:3]=[CH:2]1.[CH:12](=O)[CH3:13], predict the reaction product. The product is: [CH3:12][CH:13]1[N:5]2[C:4]3[CH:3]=[CH:2][O:1][C:8]=3[CH:7]=[C:6]2[C:9](=[O:11])[O:10]1. (3) Given the reactants [F:1][C:2]1[CH:3]=[CH:4][C:5]([C:9]2[C:10](=[O:35])[NH:11][C:12](=[O:34])[N:13]([CH2:15][CH2:16][CH2:17][N:18]3[CH2:23][C@H:22]4[C@:20]([C:24]5[CH:29]=[CH:28][C:27]([C:30]([F:33])([F:32])[F:31])=[CH:26][CH:25]=5)([CH2:21]4)[CH2:19]3)[CH:14]=2)=[N:6][C:7]=1[CH3:8].[ClH:36], predict the reaction product. The product is: [ClH:36].[ClH:36].[F:1][C:2]1[CH:3]=[CH:4][C:5]([C:9]2[C:10](=[O:35])[NH:11][C:12](=[O:34])[N:13]([CH2:15][CH2:16][CH2:17][N:18]3[CH2:23][C@H:22]4[C@:20]([C:24]5[CH:25]=[CH:26][C:27]([C:30]([F:32])([F:33])[F:31])=[CH:28][CH:29]=5)([CH2:21]4)[CH2:19]3)[CH:14]=2)=[N:6][C:7]=1[CH3:8]. (4) Given the reactants [OH-].[Li+].[NH2:3][C:4]1[C:9]2[C:10](=[O:28])[N:11]([C:15]3[CH:20]=[CH:19][C:18]([C:21]([CH3:27])([CH3:26])[C:22]([O:24]C)=[O:23])=[CH:17][CH:16]=3)[CH2:12][CH2:13][O:14][C:8]=2[N:7]=[CH:6][N:5]=1.Cl, predict the reaction product. The product is: [NH2:3][C:4]1[C:9]2[C:10](=[O:28])[N:11]([C:15]3[CH:16]=[CH:17][C:18]([C:21]([CH3:26])([CH3:27])[C:22]([OH:24])=[O:23])=[CH:19][CH:20]=3)[CH2:12][CH2:13][O:14][C:8]=2[N:7]=[CH:6][N:5]=1.